From a dataset of NCI-60 drug combinations with 297,098 pairs across 59 cell lines. Regression. Given two drug SMILES strings and cell line genomic features, predict the synergy score measuring deviation from expected non-interaction effect. (1) Drug 1: CCC1=CC2CC(C3=C(CN(C2)C1)C4=CC=CC=C4N3)(C5=C(C=C6C(=C5)C78CCN9C7C(C=CC9)(C(C(C8N6C)(C(=O)OC)O)OC(=O)C)CC)OC)C(=O)OC.C(C(C(=O)O)O)(C(=O)O)O. Drug 2: CN(C)N=NC1=C(NC=N1)C(=O)N. Cell line: 786-0. Synergy scores: CSS=11.1, Synergy_ZIP=-0.526, Synergy_Bliss=-1.57, Synergy_Loewe=-41.9, Synergy_HSA=-1.11. (2) Drug 1: CN1C(=O)N2C=NC(=C2N=N1)C(=O)N. Drug 2: CC1CCC2CC(C(=CC=CC=CC(CC(C(=O)C(C(C(=CC(C(=O)CC(OC(=O)C3CCCCN3C(=O)C(=O)C1(O2)O)C(C)CC4CCC(C(C4)OC)OP(=O)(C)C)C)C)O)OC)C)C)C)OC. Cell line: NCIH23. Synergy scores: CSS=37.6, Synergy_ZIP=-2.29, Synergy_Bliss=-3.21, Synergy_Loewe=-1.62, Synergy_HSA=-0.526. (3) Drug 1: C1CN1C2=NC(=NC(=N2)N3CC3)N4CC4. Drug 2: CN(C)N=NC1=C(NC=N1)C(=O)N. Cell line: SK-MEL-28. Synergy scores: CSS=15.8, Synergy_ZIP=-6.18, Synergy_Bliss=-3.44, Synergy_Loewe=-18.2, Synergy_HSA=-2.64. (4) Synergy scores: CSS=81.6, Synergy_ZIP=-1.12, Synergy_Bliss=-1.16, Synergy_Loewe=-0.231, Synergy_HSA=1.40. Drug 2: C1=NC2=C(N1)C(=S)N=CN2. Drug 1: CN(CC1=CN=C2C(=N1)C(=NC(=N2)N)N)C3=CC=C(C=C3)C(=O)NC(CCC(=O)O)C(=O)O. Cell line: OVCAR-8. (5) Drug 1: CN(C)N=NC1=C(NC=N1)C(=O)N. Drug 2: C1=CC(=CC=C1C#N)C(C2=CC=C(C=C2)C#N)N3C=NC=N3. Cell line: OVCAR-8. Synergy scores: CSS=3.91, Synergy_ZIP=0.691, Synergy_Bliss=-0.0199, Synergy_Loewe=-2.58, Synergy_HSA=-2.86. (6) Drug 1: CC(C1=C(C=CC(=C1Cl)F)Cl)OC2=C(N=CC(=C2)C3=CN(N=C3)C4CCNCC4)N. Drug 2: CCCS(=O)(=O)NC1=C(C(=C(C=C1)F)C(=O)C2=CNC3=C2C=C(C=N3)C4=CC=C(C=C4)Cl)F. Cell line: KM12. Synergy scores: CSS=35.1, Synergy_ZIP=3.69, Synergy_Bliss=2.66, Synergy_Loewe=-28.9, Synergy_HSA=0.916. (7) Drug 1: CN(C)N=NC1=C(NC=N1)C(=O)N. Drug 2: C1=NC2=C(N1)C(=S)N=C(N2)N. Cell line: SF-295. Synergy scores: CSS=25.2, Synergy_ZIP=-1.28, Synergy_Bliss=-4.44, Synergy_Loewe=-28.6, Synergy_HSA=-6.21. (8) Drug 1: CN(C(=O)NC(C=O)C(C(C(CO)O)O)O)N=O. Drug 2: C(CCl)NC(=O)N(CCCl)N=O. Cell line: NCI/ADR-RES. Synergy scores: CSS=12.2, Synergy_ZIP=-4.60, Synergy_Bliss=-3.60, Synergy_Loewe=-0.949, Synergy_HSA=-1.38. (9) Synergy scores: CSS=-2.97, Synergy_ZIP=0.510, Synergy_Bliss=-0.787, Synergy_Loewe=-5.31, Synergy_HSA=-2.91. Cell line: 786-0. Drug 2: CS(=O)(=O)CCNCC1=CC=C(O1)C2=CC3=C(C=C2)N=CN=C3NC4=CC(=C(C=C4)OCC5=CC(=CC=C5)F)Cl. Drug 1: CC1=CC2C(CCC3(C2CCC3(C(=O)C)OC(=O)C)C)C4(C1=CC(=O)CC4)C.